Dataset: Reaction yield outcomes from USPTO patents with 853,638 reactions. Task: Predict the reaction yield, written as a fraction of the theoretical maximum amount of product (1.0 means a 100% yield; for example, 0.34 means a 34% yield). (1) The reactants are [CH3:1][C:2]1[C:16](=[O:17])[N:15]=[C:14]2[N:4]([C@@H:5]3[O:9][C@H:8]([CH2:10][OH:11])[C@@H:7]([OH:12])[C@@H:6]3[O:13]2)[CH:3]=1.[CH3:18][O:19][CH2:20][CH2:21][O:22]B([O:22][CH2:21][CH2:20][O:19][CH3:18])[O:22][CH2:21][CH2:20][O:19][CH3:18]. The catalyst is COCCO. The product is [CH3:18][O:19][CH2:20][CH2:21][O:22][C@@H:6]1[C@H:7]([OH:12])[C@@H:8]([CH2:10][OH:11])[O:9][C@H:5]1[N:4]1[CH:3]=[C:2]([CH3:1])[C:16](=[O:17])[NH:15][C:14]1=[O:13]. The yield is 0.630. (2) The reactants are [Cl:1][C:2]1[CH:3]=[C:4]([NH:10][C:11]2[N:16]=[C:15](Cl)[N:14]=[C:13]([Cl:18])[N:12]=2)[CH:5]=[CH:6][C:7]=1[O:8][CH3:9].[CH:19]1([NH2:26])[CH2:25][CH2:24][CH2:23][CH2:22][CH2:21][CH2:20]1.O.[OH-].[Na+]. The catalyst is CC(C)=O.C(OCC)(=O)C. The product is [Cl:18][C:13]1[N:12]=[C:11]([NH:10][C:4]2[CH:5]=[CH:6][C:7]([O:8][CH3:9])=[C:2]([Cl:1])[CH:3]=2)[N:16]=[C:15]([NH:26][CH:19]2[CH2:25][CH2:24][CH2:23][CH2:22][CH2:21][CH2:20]2)[N:14]=1. The yield is 0.705.